From a dataset of Full USPTO retrosynthesis dataset with 1.9M reactions from patents (1976-2016). Predict the reactants needed to synthesize the given product. (1) Given the product [C:1]([O:4][C@@H:5]1[O:22][C@H:21]([CH2:23][S:33]([CH3:32])(=[O:35])=[O:34])[C@@H:16]([O:17][C:18](=[O:20])[CH3:19])[C@H:11]([O:12][C:13](=[O:15])[CH3:14])[C@H:6]1[O:7][C:8](=[O:10])[CH3:9])(=[O:3])[CH3:2], predict the reactants needed to synthesize it. The reactants are: [C:1]([O:4][C@@H:5]1[O:22][C@H:21]([CH2:23]O)[C@@H:16]([O:17][C:18](=[O:20])[CH3:19])[C@H:11]([O:12][C:13](=[O:15])[CH3:14])[C@H:6]1[O:7][C:8](=[O:10])[CH3:9])(=[O:3])[CH3:2].C(N(CC)CC)C.[CH3:32][S:33](Cl)(=[O:35])=[O:34]. (2) Given the product [CH:2]1([C:5]2[CH:6]=[C:7]([CH:13]=[C:14]([OH:22])[C:15]=2[N:16]2[CH2:17][CH2:18][CH2:19][CH2:20][CH2:21]2)[C:8]([O:10][CH2:11][CH3:12])=[O:9])[CH2:4][CH2:3]1, predict the reactants needed to synthesize it. The reactants are: Cl.[CH:2]1([C:5]2[CH:6]=[C:7]([CH:13]=[C:14]([O:22]COC)[C:15]=2[N:16]2[CH2:21][CH2:20][CH2:19][CH2:18][CH2:17]2)[C:8]([O:10][CH2:11][CH3:12])=[O:9])[CH2:4][CH2:3]1. (3) The reactants are: [CH:1]1[C:13]2[CH2:12][C:11]3[C:6](=[CH:7][CH:8]=[CH:9][CH:10]=3)[C:5]=2[CH:4]=[CH:3][CH:2]=1.[CH2:14]([Li])[CH2:15][CH2:16][CH3:17].Br[CH:20](Br)[CH3:21]. Given the product [CH:1]1[C:13]2[CH:12]([CH2:17][CH2:16][CH:15]3[C:14]4[CH:21]=[CH:20][CH:8]=[CH:7][C:6]=4[C:5]4[C:4]3=[CH:3][CH:2]=[CH:1][CH:13]=4)[C:11]3[C:6](=[CH:7][CH:8]=[CH:9][CH:10]=3)[C:5]=2[CH:4]=[CH:3][CH:2]=1, predict the reactants needed to synthesize it. (4) Given the product [F:24][C:23]([F:26])([F:25])[S:20]([O:1][C@@H:2]([CH2:10][CH3:11])[C:3]([O:5][C:6]([CH3:7])([CH3:9])[CH3:8])=[O:4])(=[O:22])=[O:21], predict the reactants needed to synthesize it. The reactants are: [OH:1][C@@H:2]([CH2:10][CH3:11])[C:3]([O:5][C:6]([CH3:9])([CH3:8])[CH3:7])=[O:4].N1C(C)=CC=CC=1C.[S:20](O[S:20]([C:23]([F:26])([F:25])[F:24])(=[O:22])=[O:21])([C:23]([F:26])([F:25])[F:24])(=[O:22])=[O:21].Cl.